From a dataset of Reaction yield outcomes from USPTO patents with 853,638 reactions. Predict the reaction yield, written as a fraction of the theoretical maximum amount of product (1.0 means a 100% yield; for example, 0.34 means a 34% yield). (1) The product is [CH2:1]([N:8]1[C:13]([CH3:15])([CH3:14])[CH2:12][N:11]([CH2:16][C:18]2[CH:23]=[C:22]([C:24]3[CH:29]=[CH:28][C:27]([O:30][CH2:31][O:53][CH3:52])=[CH:26][CH:25]=3)[N:21]=[C:20]3[N:34]([CH:38]4[CH2:43][CH2:42][CH2:41][CH2:40][O:39]4)[N:35]=[C:36]([CH3:37])[C:19]=23)[C:10]([CH3:45])([CH3:44])[CH2:9]1)[C:2]1[CH:7]=[CH:6][CH:5]=[CH:4][CH:3]=1. The yield is 0.960. No catalyst specified. The reactants are [CH2:1]([N:8]1[C:13]([CH3:15])([CH3:14])[CH2:12][N:11]([C:16]([C:18]2[CH:23]=[C:22]([C:24]3[CH:29]=[CH:28][C:27]([O:30][CH3:31])=[CH:26][C:25]=3OC)[N:21]=[C:20]3[N:34]([CH:38]4[CH2:43][CH2:42][CH2:41][CH2:40][O:39]4)[N:35]=[C:36]([CH3:37])[C:19]=23)=O)[C:10]([CH3:45])([CH3:44])[CH2:9]1)[C:2]1[CH:7]=[CH:6][CH:5]=[CH:4][CH:3]=1.B.CSC.C1C[O:53][CH2:52]C1. (2) The reactants are [Si:1]([O:8][CH2:9][C@@H:10]1[CH2:14][C:13](/[CH:15]=[CH:16]/[CH3:17])=[CH:12][N:11]1[C:18]([C:20]1[CH:25]=[C:24]([O:26][CH3:27])[C:23]([O:28][Si:29]([CH:36]([CH3:38])[CH3:37])([CH:33]([CH3:35])[CH3:34])[CH:30]([CH3:32])[CH3:31])=[CH:22][C:21]=1[N+:39]([O-])=O)=[O:19])([C:4]([CH3:7])([CH3:6])[CH3:5])([CH3:3])[CH3:2]. The catalyst is [Zn].C(O)=O.C(O)C. The product is [NH2:39][C:21]1[CH:22]=[C:23]([O:28][Si:29]([CH:33]([CH3:34])[CH3:35])([CH:36]([CH3:38])[CH3:37])[CH:30]([CH3:32])[CH3:31])[C:24]([O:26][CH3:27])=[CH:25][C:20]=1[C:18]([N:11]1[CH:12]=[C:13](/[CH:15]=[CH:16]/[CH3:17])[CH2:14][C@H:10]1[CH2:9][O:8][Si:1]([C:4]([CH3:7])([CH3:6])[CH3:5])([CH3:2])[CH3:3])=[O:19]. The yield is 0.690. (3) The reactants are [C:1]([O:5][C:6]([NH:8][CH:9]([CH:13]([OH:16])[CH2:14][CH3:15])[C:10]([OH:12])=[O:11])=[O:7])([CH3:4])([CH3:3])[CH3:2].[H-].[Na+].F[C:20]1[CH:25]=[CH:24][CH:23]=[CH:22][C:21]=1[N+:26]([O-:28])=[O:27]. The catalyst is CN(C)C=O. The product is [C:1]([O:5][C:6]([NH:8][CH:9]([CH:13]([O:16][C:20]1[CH:25]=[CH:24][CH:23]=[CH:22][C:21]=1[N+:26]([O-:28])=[O:27])[CH2:14][CH3:15])[C:10]([OH:12])=[O:11])=[O:7])([CH3:4])([CH3:3])[CH3:2]. The yield is 0.560. (4) The reactants are [Na].C[O:3][CH2:4][C:5]([O:7][CH2:8]C)=O.[CH3:10][C:11]([CH3:13])=[O:12].COC(C)(C)C. The catalyst is C1(C)C=CC=CC=1. The product is [CH3:8][O:7][CH2:5][C:4](=[O:3])[CH2:10][C:11](=[O:12])[CH3:13]. The yield is 0.369. (5) The yield is 0.958. The product is [CH:1]1([CH2:6][CH:7]([C:11]2[CH:16]=[CH:15][C:14]([O:17][CH3:18])=[CH:13][CH:12]=2)[C:8]([NH:25][C:26]2[S:27][CH:28]=[CH:29][N:30]=2)=[O:10])[CH2:2][CH2:3][CH2:4][CH2:5]1. The catalyst is C(Cl)Cl.CN(C)C=O.O1CCCC1. The reactants are [CH:1]1([CH2:6][CH:7]([C:11]2[CH:16]=[CH:15][C:14]([O:17][CH3:18])=[CH:13][CH:12]=2)[C:8]([OH:10])=O)[CH2:5][CH2:4][CH2:3][CH2:2]1.C(Cl)(=O)C(Cl)=O.[NH2:25][C:26]1[S:27][CH:28]=[CH:29][N:30]=1.C(N(CC)C(C)C)(C)C. (6) The reactants are [CH3:1][O:2][C:3]1[C:12]([CH3:13])=[C:11]2[C:6]([C:7]([O:23]CC3C=CC(OC)=CC=3)=[CH:8][C:9]([N:14]3[CH:18]=[CH:17][C:16]([C:19]([F:22])([F:21])[F:20])=[N:15]3)=[N:10]2)=[CH:5][CH:4]=1.C([O-])=O.[NH4+]. The catalyst is CCO.[Pd]. The product is [OH:23][C:7]1[C:6]2[C:11](=[C:12]([CH3:13])[C:3]([O:2][CH3:1])=[CH:4][CH:5]=2)[N:10]=[C:9]([N:14]2[CH:18]=[CH:17][C:16]([C:19]([F:22])([F:21])[F:20])=[N:15]2)[CH:8]=1. The yield is 0.930.